This data is from Peptide-MHC class I binding affinity with 185,985 pairs from IEDB/IMGT. The task is: Regression. Given a peptide amino acid sequence and an MHC pseudo amino acid sequence, predict their binding affinity value. This is MHC class I binding data. The peptide sequence is FLRPVLKAM. The MHC is HLA-A02:06 with pseudo-sequence HLA-A02:06. The binding affinity (normalized) is 0.204.